Dataset: Catalyst prediction with 721,799 reactions and 888 catalyst types from USPTO. Task: Predict which catalyst facilitates the given reaction. (1) Reactant: C(O)C.O[NH:5][C:6](=[NH:19])[CH2:7][C:8]1([C:13]2[CH:18]=[CH:17][CH:16]=[CH:15][CH:14]=2)OCC[O:9]1.Cl. Product: [C:13]1([C:8]2[O:9][N:5]=[C:6]([NH2:19])[CH:7]=2)[CH:18]=[CH:17][CH:16]=[CH:15][CH:14]=1. The catalyst class is: 6. (2) Reactant: [C:1]([C:3]1[CH:4]=[C:5]([C:9]2[C:14]([O:15]C)=[CH:13][C:12]([C:17]([CH3:24])([CH3:23])[C:18]([O:20][CH2:21][CH3:22])=[O:19])=[CH:11][C:10]=2[O:25]C)[CH:6]=[CH:7][CH:8]=1)#[N:2].B(Br)(Br)Br. Product: [C:1]([C:3]1[CH:4]=[C:5]([C:9]2[C:10]([OH:25])=[CH:11][C:12]([C:17]([CH3:24])([CH3:23])[C:18]([O:20][CH2:21][CH3:22])=[O:19])=[CH:13][C:14]=2[OH:15])[CH:6]=[CH:7][CH:8]=1)#[N:2]. The catalyst class is: 2.